Predict the reaction yield, written as a fraction of the theoretical maximum amount of product (1.0 means a 100% yield; for example, 0.34 means a 34% yield). From a dataset of Reaction yield outcomes from USPTO patents with 853,638 reactions. (1) The reactants are [NH2:1][C@H:2]([C:14]([O:16][CH3:17])=[O:15])[CH2:3][C:4]1[CH:13]=[CH:12][C:7]([C:8]([O:10][CH3:11])=[O:9])=[CH:6][CH:5]=1.CCN(C(C)C)C(C)C.[C:27]([C:31]1[CH:39]=[CH:38][C:34]([C:35](Cl)=[O:36])=[CH:33][CH:32]=1)([CH3:30])([CH3:29])[CH3:28]. The catalyst is C(Cl)Cl. The yield is 0.450. The product is [C:27]([C:31]1[CH:32]=[CH:33][C:34]([C:35]([NH:1][C@H:2]([C:14]([O:16][CH3:17])=[O:15])[CH2:3][C:4]2[CH:13]=[CH:12][C:7]([C:8]([O:10][CH3:11])=[O:9])=[CH:6][CH:5]=2)=[O:36])=[CH:38][CH:39]=1)([CH3:30])([CH3:28])[CH3:29]. (2) The reactants are [CH2:1]([O:8][C:9]1[CH:16]=[CH:15][C:12]([CH:13]=[O:14])=[C:11]([OH:17])[CH:10]=1)[C:2]1[CH:7]=[CH:6][CH:5]=[CH:4][CH:3]=1.C(N(C(C)C)CC)(C)C.[CH3:27][O:28][CH2:29]Cl.O. The catalyst is ClCCl. The product is [CH2:1]([O:8][C:9]1[CH:16]=[CH:15][C:12]([CH:13]=[O:14])=[C:11]([O:17][CH2:27][O:28][CH3:29])[CH:10]=1)[C:2]1[CH:3]=[CH:4][CH:5]=[CH:6][CH:7]=1. The yield is 0.790. (3) The reactants are [CH:1]1([N:7]2[CH2:11][C@@H:10]([C:12]3[CH:17]=[CH:16][CH:15]=[CH:14][CH:13]=3)[N:9]([CH:18]3[CH2:23][CH2:22][N:21]([CH2:24][C:25]4[CH:33]=[CH:32][C:28]([C:29](O)=[O:30])=[CH:27][CH:26]=4)[CH2:20][CH2:19]3)[C:8]2=[O:34])[CH2:6][CH2:5][CH2:4][CH2:3][CH2:2]1.Cl.[CH2:36]([O:38][C:39](=[O:44])[CH2:40][CH2:41][CH2:42][NH2:43])[CH3:37]. The catalyst is CN(C=O)C. The product is [CH2:36]([O:38][C:39](=[O:44])[CH2:40][CH2:41][CH2:42][NH:43][C:29](=[O:30])[C:28]1[CH:32]=[CH:33][C:25]([CH2:24][N:21]2[CH2:22][CH2:23][CH:18]([N:9]3[C@H:10]([C:12]4[CH:13]=[CH:14][CH:15]=[CH:16][CH:17]=4)[CH2:11][N:7]([CH:1]4[CH2:6][CH2:5][CH2:4][CH2:3][CH2:2]4)[C:8]3=[O:34])[CH2:19][CH2:20]2)=[CH:26][CH:27]=1)[CH3:37]. The yield is 0.520. (4) The reactants are [CH3:1][S:2](Cl)(=[O:4])=[O:3].CCN(CC)CC.[CH3:13][O:14][C:15](=[O:55])[C:16]1[CH:21]=[CH:20][C:19]([O:22][CH2:23][CH2:24][C:25]2[C:33]3[C:28](=[CH:29][CH:30]=[C:31]([Cl:34])[CH:32]=3)[N:27]([CH:35]([C:42]3[CH:47]=[CH:46][CH:45]=[CH:44][CH:43]=3)[C:36]3[CH:41]=[CH:40][CH:39]=[CH:38][CH:37]=3)[C:26]=2[CH2:48][CH2:49][OH:50])=[CH:18][C:17]=1[O:51][CH:52]([CH3:54])[CH3:53]. The catalyst is ClCCl. The product is [CH3:13][O:14][C:15](=[O:55])[C:16]1[CH:21]=[CH:20][C:19]([O:22][CH2:23][CH2:24][C:25]2[C:33]3[C:28](=[CH:29][CH:30]=[C:31]([Cl:34])[CH:32]=3)[N:27]([CH:35]([C:36]3[CH:41]=[CH:40][CH:39]=[CH:38][CH:37]=3)[C:42]3[CH:43]=[CH:44][CH:45]=[CH:46][CH:47]=3)[C:26]=2[CH2:48][CH2:49][O:50][S:2]([CH3:1])(=[O:4])=[O:3])=[CH:18][C:17]=1[O:51][CH:52]([CH3:53])[CH3:54]. The yield is 1.00. (5) The reactants are Br[C:2]1[CH:3]=[C:4]([CH:9]=[CH:10][CH:11]=1)[C:5]([O:7][CH3:8])=[O:6].[C-]#N.[K+].[C:15](#[N:17])[CH3:16]. The catalyst is C1OCCOCCOCCOCCOCCOC1. The product is [C:15]([CH2:16][C:2]1[CH:3]=[C:4]([CH:9]=[CH:10][CH:11]=1)[C:5]([O:7][CH3:8])=[O:6])#[N:17]. The yield is 0.910. (6) The yield is 0.520. The product is [Br:14][C:15]1[CH:16]=[C:17]([N:21]2[C:29]3[CH2:28][CH2:27][N:26]([C:4]([CH:1]4[CH2:3][CH2:2]4)=[O:5])[CH2:25][C:24]=3[C:23]([C:30]([O:32][CH2:33][CH3:34])=[O:31])=[N:22]2)[CH:18]=[CH:19][CH:20]=1. The catalyst is C1COCC1. The reactants are [CH:1]1([C:4](Cl)=[O:5])[CH2:3][CH2:2]1.FC(F)(F)C(O)=O.[Br:14][C:15]1[CH:16]=[C:17]([N:21]2[C:29]3[CH2:28][CH2:27][NH:26][CH2:25][C:24]=3[C:23]([C:30]([O:32][CH2:33][CH3:34])=[O:31])=[N:22]2)[CH:18]=[CH:19][CH:20]=1.C(N(CC)CC)C.